The task is: Binary Classification. Given a drug SMILES string, predict its activity (active/inactive) in a high-throughput screening assay against a specified biological target.. This data is from Tyrosyl-DNA phosphodiesterase HTS with 341,365 compounds. (1) The drug is O=c1[nH]c(=O)n(c2nc(N3CCN(CC3)Cc3ccccc3)n(CCCCC)c12)C. The result is 0 (inactive). (2) The compound is O1C(CNCc2ccc(O)cc2)COc2c1cccc2. The result is 0 (inactive). (3) The molecule is S(c1c([N+]([O-])=O)cc(cc1)C(F)(F)F)c1oc(nn1)c1cc(OC)c(OC)c(OC)c1. The result is 0 (inactive). (4) The drug is S=C(NC1CCCCC1)NCCCOC. The result is 0 (inactive). (5) The compound is Clc1ccc(C(=O)Nc2oc(nn2)c2cc(ccc2)C)cc1. The result is 0 (inactive). (6) The drug is O1C(c2c(CC=CCCC1=O)cccc2)C(=O)CC(O)CC(=O)C. The result is 0 (inactive). (7) The drug is N1(CCN(CC1)c1c(cc(cc1)C)C)c1n2c(nnc2C)c2c(n1)cccc2. The result is 0 (inactive).